Task: Predict which catalyst facilitates the given reaction.. Dataset: Catalyst prediction with 721,799 reactions and 888 catalyst types from USPTO (1) Reactant: Cl[C:2]1[CH:7]=[C:6]([C:8]2[CH:13]=[CH:12][C:11]([O:14][CH3:15])=[CH:10][CH:9]=2)[CH:5]=[CH:4][N:3]=1.[CH3:16][Mg]Br. Product: [CH3:15][O:14][C:11]1[CH:12]=[CH:13][C:8]([C:6]2[CH:5]=[CH:4][N:3]=[C:2]([CH3:16])[CH:7]=2)=[CH:9][CH:10]=1. The catalyst class is: 7. (2) Reactant: C[O:2][C:3]1[CH:11]=[CH:10][CH:9]=[C:8]([CH3:12])[C:4]=1[C:5]([OH:7])=[O:6].B(Br)(Br)Br. Product: [OH:2][C:3]1[CH:11]=[CH:10][CH:9]=[C:8]([CH3:12])[C:4]=1[C:5]([OH:7])=[O:6]. The catalyst class is: 2. (3) Reactant: [Cl:1][C:2]1[CH:3]=[C:4]([OH:13])[CH:5]=[CH:6][C:7]=1[O:8][C:9]([F:12])([F:11])[F:10].[CH3:14]OS(OC)(=O)=O.S([O-])([O-])(=O)=O.C([N+](CCCC)(CCCC)CCCC)CCC.C([N+](CCCC)(CCCC)CCCC)CCC.[OH-].[Na+]. Product: [Cl:1][C:2]1[CH:3]=[C:4]([O:13][CH3:14])[CH:5]=[CH:6][C:7]=1[O:8][C:9]([F:11])([F:12])[F:10]. The catalyst class is: 4. (4) The catalyst class is: 2. Product: [Cl:1][C:2]1[CH:21]=[CH:20][C:5]([CH2:6][CH:7]2[CH2:12][CH2:11][N:10]([C@@H:13]3[CH2:18][CH2:17][CH2:16][CH2:15][C@H:14]3[NH2:24])[CH2:9][CH2:8]2)=[CH:4][CH:3]=1. Reactant: [Cl:1][C:2]1[CH:21]=[CH:20][C:5]([CH2:6][CH:7]2[CH2:12][CH2:11][N:10]([C@@H:13]3[CH2:18][CH2:17][CH2:16][CH2:15][C@H:14]3O)[CH2:9][CH2:8]2)=[CH:4][CH:3]=1.CC[N:24](CC)CC.CS(Cl)(=O)=O. (5) Reactant: [CH3:1][C:2]1([CH3:12])[C:11]2[C:6](=[CH:7][CH:8]=[CH:9][CH:10]=2)[NH:5][CH2:4][CH2:3]1.F[C:14]1[CH:19]=[CH:18][CH:17]=[CH:16][C:15]=1[N+:20]([O-:22])=[O:21].N1C(C)=CC(C)=CC=1C. The catalyst class is: 22. Product: [CH3:1][C:2]1([CH3:12])[C:11]2[C:6](=[CH:7][CH:8]=[CH:9][CH:10]=2)[N:5]([C:14]2[CH:19]=[CH:18][CH:17]=[CH:16][C:15]=2[N+:20]([O-:22])=[O:21])[CH2:4][CH2:3]1. (6) Reactant: [CH3:1][C:2]1[C:7]([CH2:8][NH2:9])=[C:6]([CH3:10])[CH:5]=[CH:4][N:3]=1.[CH3:11][C:12]1[CH:21]=[CH:20][C:19]2[C:14](=[CH:15][CH:16]=[C:17]([CH2:22][N:23]3[CH:27]=[C:26]([C:28](O)=[O:29])[N:25]=[N:24]3)[CH:18]=2)[N:13]=1.CN(C(ON1N=NC2C=CC=NC1=2)=[N+](C)C)C.F[P-](F)(F)(F)(F)F.CCN(C(C)C)C(C)C. Product: [CH3:1][C:2]1[C:7]([CH2:8][NH:9][C:28]([C:26]2[N:25]=[N:24][N:23]([CH2:22][C:17]3[CH:18]=[C:19]4[C:14](=[CH:15][CH:16]=3)[N:13]=[C:12]([CH3:11])[CH:21]=[CH:20]4)[CH:27]=2)=[O:29])=[C:6]([CH3:10])[CH:5]=[CH:4][N:3]=1. The catalyst class is: 3.